Dataset: Full USPTO retrosynthesis dataset with 1.9M reactions from patents (1976-2016). Task: Predict the reactants needed to synthesize the given product. Given the product [C:78]([C:75]1[CH:74]=[CH:73][C:72]([O:71][C:70]2[C:58]3[CH2:57][C:56](=[CH:55][CH2:54][CH2:53][N:50]4[CH2:51][CH2:52][C:47]([C:44]5[CH:43]=[CH:42][C:41]([Cl:40])=[CH:46][CH:45]=5)([OH:83])[CH2:48][CH2:49]4)[C:66]4[C:61]([O:60][C:59]=3[CH:67]=[CH:68][CH:69]=2)=[N:62][CH:63]=[CH:64][CH:65]=4)=[CH:77][CH:76]=1)([OH:80])=[O:79], predict the reactants needed to synthesize it. The reactants are: ClC1C=CC(C2(O)CCN(CCC=C3C4C(=NC=CC=4)OC4C=CC=C(OCC(OCC)=O)C=4C3)CC2)=CC=1.[Cl:40][C:41]1[CH:46]=[CH:45][C:44]([C:47]2([OH:83])[CH2:52][CH2:51][N:50]([CH2:53][CH2:54][CH:55]=[C:56]3[C:66]4[C:61](=[N:62][CH:63]=[CH:64][CH:65]=4)[O:60][C:59]4[CH:67]=[CH:68][CH:69]=[C:70]([O:71][C:72]5[CH:77]=[CH:76][C:75]([C:78]([O:80]CC)=[O:79])=[CH:74][CH:73]=5)[C:58]=4[CH2:57]3)[CH2:49][CH2:48]2)=[CH:43][CH:42]=1.